From a dataset of Forward reaction prediction with 1.9M reactions from USPTO patents (1976-2016). Predict the product of the given reaction. (1) The product is: [Cl:24][C:25]1[CH:30]=[CH:29][C:28]2=[N:31][N:32]([C:12]3[CH:13]=[C:14]([C:16]([CH3:17])([CH3:19])[CH3:18])[CH:15]=[C:10]([C:7]([C:6]4[CH:21]=[CH:22][C:3]([O:2][CH3:1])=[CH:4][CH:5]=4)([CH3:9])[CH3:8])[C:11]=3[OH:20])[N:33]=[C:27]2[CH:26]=1. Given the reactants [CH3:1][O:2][C:3]1[CH:22]=[CH:21][C:6]([C:7]([C:10]2[CH:15]=[C:14]([C:16]([CH3:19])([CH3:18])[CH3:17])[CH:13]=[CH:12][C:11]=2[OH:20])([CH3:9])[CH3:8])=[CH:5][CH:4]=1.[Cl-].[Cl:24][C:25]1[CH:30]=[CH:29][C:28]([N+:31]#[N:32])=[C:27]([N+:33]([O-])=O)[CH:26]=1, predict the reaction product. (2) Given the reactants [NH2:1][C:2]1[C:3]2[S:10][CH:9]=[C:8]([C:11]([NH:13][C:14]3[C:19]([Cl:20])=[C:18]([O:21]C)[CH:17]=[C:16]([O:23]C)[C:15]=3[Cl:25])=[O:12])[C:4]=2[N:5]=[CH:6][N:7]=1.B(Br)(Br)Br.[Cl-].[NH4+].C(=O)(O)[O-].[Na+], predict the reaction product. The product is: [NH2:1][C:2]1[C:3]2[S:10][CH:9]=[C:8]([C:11]([NH:13][C:14]3[C:19]([Cl:20])=[C:18]([OH:21])[CH:17]=[C:16]([OH:23])[C:15]=3[Cl:25])=[O:12])[C:4]=2[N:5]=[CH:6][N:7]=1. (3) The product is: [CH3:1][O:12][C:11](=[O:13])[CH2:10][CH2:9][C@@H:8]([C:14]([OH:16])=[O:15])[NH2:7]. Given the reactants [C:1](Cl)(=O)C.CO.[NH2:7][C@H:8]([C:14]([OH:16])=[O:15])[CH2:9][CH2:10][C:11]([OH:13])=[O:12], predict the reaction product. (4) Given the reactants [I:1]I.C([O-])([O-])=O.[Na+].[Na+].[OH:9][C:10]1[CH:11]=[CH:12][C:13]([C:16]([O:18][CH3:19])=[O:17])=[N:14][CH:15]=1.Cl, predict the reaction product. The product is: [OH:9][C:10]1[CH:11]=[CH:12][C:13]([C:16]([O:18][CH3:19])=[O:17])=[N:14][C:15]=1[I:1]. (5) The product is: [CH3:35][O:34][C:27]1[CH:28]=[CH:29][C:30]([CH2:32][N:1]2[CH2:6][CH2:5][CH:4]([C:7]3[C:15]4[C:10](=[CH:11][CH:12]=[CH:13][CH:14]=4)[N:9]([CH2:16][C:17]4[CH:21]=[CH:20][S:19][CH:18]=4)[CH:8]=3)[CH2:3][CH2:2]2)=[CH:31][C:26]=1[C:25]([OH:36])=[O:24]. Given the reactants [NH:1]1[CH2:6][CH2:5][CH:4]([C:7]2[C:15]3[C:10](=[CH:11][CH:12]=[CH:13][CH:14]=3)[N:9]([CH2:16][C:17]3[CH:21]=[CH:20][S:19][CH:18]=3)[CH:8]=2)[CH2:3][CH2:2]1.C([O:24][C:25](=[O:36])[C:26]1[CH:31]=[C:30]([CH2:32]Br)[CH:29]=[CH:28][C:27]=1[O:34][CH3:35])C, predict the reaction product. (6) Given the reactants [S:1]1[C:5]([C:6]2[C:11]([Br:12])=[CH:10][N:9]=[C:8](Cl)[N:7]=2)=[CH:4][C:3]2[CH:14]=[CH:15][CH:16]=[CH:17][C:2]1=2.[NH2:18][CH2:19][CH2:20][N:21]1[C:25]2([CH2:30][CH2:29][CH2:28][CH2:27][CH2:26]2)[C:24](=[O:31])[NH:23][C:22]1=[O:32].C(N(C(C)C)CC)(C)C, predict the reaction product. The product is: [S:1]1[C:5]([C:6]2[C:11]([Br:12])=[CH:10][N:9]=[C:8]([NH:18][CH2:19][CH2:20][N:21]3[C:25]4([CH2:30][CH2:29][CH2:28][CH2:27][CH2:26]4)[C:24](=[O:31])[NH:23][C:22]3=[O:32])[N:7]=2)=[CH:4][C:3]2[CH:14]=[CH:15][CH:16]=[CH:17][C:2]1=2.